This data is from Catalyst prediction with 721,799 reactions and 888 catalyst types from USPTO. The task is: Predict which catalyst facilitates the given reaction. (1) Reactant: [Br:1]N1C(=O)CCC1=O.[CH2:9]([O:11][C:12]([C:14]1[N:15]=[C:16]2[CH:21]=[CH:20][CH:19]=[C:18]([CH3:22])[N:17]2[CH:23]=1)=[O:13])[CH3:10]. Product: [CH2:9]([O:11][C:12]([C:14]1[N:15]=[C:16]2[CH:21]=[CH:20][CH:19]=[C:18]([CH3:22])[N:17]2[C:23]=1[Br:1])=[O:13])[CH3:10]. The catalyst class is: 10. (2) Reactant: C([O:5][C:6](=[O:36])[CH2:7][N:8]1[CH:12]=[C:11]([NH:13][C:14]([C:16]2[CH:17]=[N:18][N:19]3[CH:24]=[CH:23][CH:22]=[N:21][C:20]=23)=[O:15])[C:10]([C:25]2[CH:30]=[C:29]([Cl:31])[CH:28]=[CH:27][C:26]=2[O:32][CH:33]([F:35])[F:34])=[N:9]1)(C)(C)C.C(O)(C(F)(F)F)=O. Product: [Cl:31][C:29]1[CH:28]=[CH:27][C:26]([O:32][CH:33]([F:35])[F:34])=[C:25]([C:10]2[C:11]([NH:13][C:14]([C:16]3[CH:17]=[N:18][N:19]4[CH:24]=[CH:23][CH:22]=[N:21][C:20]=34)=[O:15])=[CH:12][N:8]([CH2:7][C:6]([OH:36])=[O:5])[N:9]=2)[CH:30]=1. The catalyst class is: 4. (3) Reactant: [Li+].[Cl-].C([O:5][C:6]([C@H:8]1[C@H:13]([C:14]2[CH:19]=[CH:18][C:17]([F:20])=[CH:16][CH:15]=2)[CH2:12][C:11](=O)[N:10]([CH3:22])[C:9]1=O)=O)C.O.[OH-].[Na+]. Product: [F:20][C:17]1[CH:18]=[CH:19][C:14]([C@@H:13]2[CH2:12][CH2:11][N:10]([CH3:22])[CH2:9][C@H:8]2[CH2:6][OH:5])=[CH:15][CH:16]=1. The catalyst class is: 247. (4) Reactant: [NH2:1][C:2]1[CH:7]=[C:6]([C:8]#[N:9])[CH:5]=[CH:4][C:3]=1[NH:10][C:11]1[CH:12]=[C:13]([CH:19]=[CH:20][CH:21]=1)[C:14]([O:16][CH2:17][CH3:18])=[O:15].[F:22][C:23]1[CH:24]=[C:25]([CH2:29][C:30](Cl)=O)[CH:26]=[CH:27][CH:28]=1.C(=O)([O-])O.[Na+]. Product: [C:8]([C:6]1[CH:5]=[CH:4][C:3]2[N:10]([C:11]3[CH:12]=[C:13]([CH:19]=[CH:20][CH:21]=3)[C:14]([O:16][CH2:17][CH3:18])=[O:15])[C:30]([CH2:29][C:25]3[CH:26]=[CH:27][CH:28]=[C:23]([F:22])[CH:24]=3)=[N:1][C:2]=2[CH:7]=1)#[N:9]. The catalyst class is: 1. (5) Reactant: [CH3:1][CH:2]1[C:7](=O)[CH:6]2[CH2:9][CH2:10][N:3]1[CH2:4][CH2:5]2.[C:11]1([C:17]2[N:22]=[CH:21][C:20]([NH2:23])=[CH:19][CH:18]=2)[CH:16]=[CH:15][CH:14]=[CH:13][CH:12]=1.O.C1(C)C=CC(S(O)(=O)=O)=CC=1. The catalyst class is: 11. Product: [CH3:1][CH:2]1[N:3]2[CH2:10][CH2:9][CH:6](/[C:7]/1=[N:23]/[C:20]1[CH:21]=[N:22][C:17]([C:11]3[CH:16]=[CH:15][CH:14]=[CH:13][CH:12]=3)=[CH:18][CH:19]=1)[CH2:5][CH2:4]2.